This data is from Full USPTO retrosynthesis dataset with 1.9M reactions from patents (1976-2016). The task is: Predict the reactants needed to synthesize the given product. (1) The reactants are: [CH3:1][S:2]([C:5]1[CH:10]=[CH:9][C:8]([C:11]2[N:16]=[CH:15][C:14]([O:17][CH:18]([CH:20]3[CH2:25][CH2:24][N:23]([C:26]([O:28][CH:29]([CH3:31])[CH3:30])=[O:27])[CH2:22][CH2:21]3)[CH3:19])=[CH:13][CH:12]=2)=[CH:7][CH:6]=1)(=[O:4])=[O:3].C(=O)=O. Given the product [CH3:1][S:2]([C:5]1[CH:10]=[CH:9][C:8]([C:11]2[N:16]=[CH:15][C:14]([O:17][C@H:18]([CH:20]3[CH2:25][CH2:24][N:23]([C:26]([O:28][CH:29]([CH3:31])[CH3:30])=[O:27])[CH2:22][CH2:21]3)[CH3:19])=[CH:13][CH:12]=2)=[CH:7][CH:6]=1)(=[O:3])=[O:4], predict the reactants needed to synthesize it. (2) Given the product [C:16]([C:15]1[CH:18]=[CH:19][C:20]([F:21])=[C:13]([N:12]([CH2:11][C:9]2[CH:8]=[CH:7][C:6]3[O:1][CH2:2][CH2:3][O:4][C:5]=3[CH:10]=2)[C:22](=[O:26])[CH2:23][CH2:24][CH3:25])[CH:14]=1)#[N:17], predict the reactants needed to synthesize it. The reactants are: [O:1]1[C:6]2[CH:7]=[CH:8][C:9]([CH2:11][NH:12][C:13]3[CH:14]=[C:15]([CH:18]=[CH:19][C:20]=3[F:21])[C:16]#[N:17])=[CH:10][C:5]=2[O:4][CH2:3][CH2:2]1.[C:22](Cl)(=[O:26])[CH2:23][CH2:24][CH3:25]. (3) Given the product [F:1][C:2]([F:7])([F:6])[C:3]([OH:5])=[O:4].[F:8][C:9]1[CH:10]=[CH:11][C:12]([C:15]2[N:16]=[C:17]([NH:20][CH2:21][C:22]([N:27]([CH3:28])[CH3:26])=[O:24])[S:18][CH:19]=2)=[CH:13][CH:14]=1, predict the reactants needed to synthesize it. The reactants are: [F:1][C:2]([F:7])([F:6])[C:3]([OH:5])=[O:4].[F:8][C:9]1[CH:14]=[CH:13][C:12]([C:15]2[N:16]=[C:17]([NH:20][CH2:21][C:22]([OH:24])=O)[S:18][CH:19]=2)=[CH:11][CH:10]=1.Cl.[CH3:26][NH:27][CH3:28].C(N(CC)CC)C. (4) Given the product [CH:46]([C:38]1[CH:39]=[CH:40][C:41]([C:2]2[C:15]3[N:14]4[CH:16]=[CH:17][N:18]=[C:13]4[C:12]4[CH:11]=[CH:10][CH:9]=[CH:8][C:7]=4[C:6]=3[CH:5]=[CH:4][CH:3]=2)=[CH:42][CH:43]=1)([CH3:47])[CH3:19], predict the reactants needed to synthesize it. The reactants are: Br[C:2]1[C:15]2[N:14]3[CH:16]=[CH:17][N:18]=[C:13]3[C:12]3[CH:11]=[CH:10][CH:9]=[CH:8][C:7]=3[C:6]=2[CH:5]=[CH:4][CH:3]=1.[C:19](=O)([O-])[O-].[K+].[K+].[C:38]1(P([C:38]2[CH:43]=[CH:42][CH:41]=[CH:40][CH:39]=2)[C:38]2[CH:43]=[CH:42][CH:41]=[CH:40][CH:39]=2)[CH:43]=[CH:42][CH:41]=[CH:40][CH:39]=1.CO[CH2:46][CH2:47]OC. (5) Given the product [CH2:43]([O:42][C:39]([N:15]=[C:16]([NH:17][C:18]([O:20][CH2:21][C:22]1[CH:27]=[CH:26][CH:25]=[CH:24][CH:23]=1)=[O:19])[NH:1][C:2]1[CH:11]=[CH:10][C:5]2[N:6]([CH3:9])[CH:7]=[N:8][C:4]=2[C:3]=1[CH3:12])=[O:41])[C:44]1[CH:10]=[CH:11][CH:2]=[CH:3][CH:4]=1, predict the reactants needed to synthesize it. The reactants are: [NH2:1][C:2]1[CH:11]=[CH:10][C:5]2[N:6]([CH3:9])[CH:7]=[N:8][C:4]=2[C:3]=1[CH3:12].C([N:15]=[C:16](S)[N:17](C(OCC1C=CC=CC=1)=O)[C:18]([O:20][CH2:21][C:22]1[CH:27]=[CH:26][CH:25]=[CH:24][CH:23]=1)=[O:19])C.[C:39]([O:42][CH2:43][CH3:44])(=[O:41])C. (6) Given the product [Br:22][C:23]1[CH:24]=[C:25]([CH:29]=[CH:30][CH:31]=1)[C:26]([NH:1][C:2]1[C:11]2[C:6](=[CH:7][CH:8]=[CH:9][CH:10]=2)[CH:5]=[CH:4][C:3]=1[C:12]([OH:21])([C:13]([F:14])([F:15])[F:16])[C:17]([F:18])([F:19])[F:20])=[O:27], predict the reactants needed to synthesize it. The reactants are: [NH2:1][C:2]1[C:11]2[C:6](=[CH:7][CH:8]=[CH:9][CH:10]=2)[CH:5]=[CH:4][C:3]=1[C:12]([OH:21])([C:17]([F:20])([F:19])[F:18])[C:13]([F:16])([F:15])[F:14].[Br:22][C:23]1[CH:24]=[C:25]([CH:29]=[CH:30][CH:31]=1)[C:26](Cl)=[O:27]. (7) Given the product [F:32][C:33]1[CH:38]=[CH:37][C:36]([CH2:39][O:40][C:41]2[CH:49]=[CH:48][C:47]([C:50]([N:52]3[CH2:57][CH2:56][O:55][CH2:54][CH2:53]3)=[O:51])=[CH:46][C:42]=2[C:43]([NH:8][C:7]2[C:3]([CH3:2])=[N:4][O:5][CH:6]=2)=[O:44])=[CH:35][CH:34]=1, predict the reactants needed to synthesize it. The reactants are: Cl.[CH3:2][C:3]1[C:7]([NH2:8])=[CH:6][O:5][N:4]=1.ON1C2N=CC=CC=2N=N1.C(N(C(C)C)CC)(C)C.C(Cl)CCl.[F:32][C:33]1[CH:38]=[CH:37][C:36]([CH2:39][O:40][C:41]2[CH:49]=[CH:48][C:47]([C:50]([N:52]3[CH2:57][CH2:56][O:55][CH2:54][CH2:53]3)=[O:51])=[CH:46][C:42]=2[C:43](O)=[O:44])=[CH:35][CH:34]=1. (8) The reactants are: [C:1]([O:5][C:6]([N:8]1[CH2:13][CH2:12][CH:11]([S:14][C:15]2[CH:16]=[C:17]3[C:22](=[CH:23][C:24]=2Cl)[CH:21]=[N:20][CH:19]=[CH:18]3)[CH2:10][CH2:9]1)=[O:7])([CH3:4])([CH3:3])[CH3:2].CN1C(=O)[CH2:30][CH2:29][CH2:28]1.C([Mg]Cl)CC.Cl. Given the product [C:1]([O:5][C:6]([N:8]1[CH2:13][CH2:12][CH:11]([S:14][C:15]2[CH:16]=[C:17]3[C:22](=[CH:23][C:24]=2[CH2:28][CH2:29][CH3:30])[CH:21]=[N:20][CH:19]=[CH:18]3)[CH2:10][CH2:9]1)=[O:7])([CH3:4])([CH3:3])[CH3:2], predict the reactants needed to synthesize it. (9) Given the product [C:58]12([NH:63][C:43]([C:42]3[CH:41]=[C:40]([C:38]4[CH:39]=[C:34]5[C:33]([C:53]([NH:54][CH3:55])=[O:56])=[C:32]([C:29]6[CH:30]=[CH:31][C:26]([F:25])=[CH:27][CH:28]=6)[O:52][C:35]5=[N:36][C:37]=4[CH2:49][CH2:50][CH3:51])[CH:48]=[CH:47][CH:46]=3)=[O:44])[CH2:62][CH:60]([CH2:61]1)[CH2:59]2, predict the reactants needed to synthesize it. The reactants are: CN(C(ON1N=NC2C=CC=NC1=2)=[N+](C)C)C.F[P-](F)(F)(F)(F)F.[F:25][C:26]1[CH:31]=[CH:30][C:29]([C:32]2[O:52][C:35]3=[N:36][C:37]([CH2:49][CH2:50][CH3:51])=[C:38]([C:40]4[CH:41]=[C:42]([CH:46]=[CH:47][CH:48]=4)[C:43](O)=[O:44])[CH:39]=[C:34]3[C:33]=2[C:53](=[O:56])[NH:54][CH3:55])=[CH:28][CH:27]=1.Cl.[C:58]12([NH2:63])[CH2:62][CH:60]([CH2:61]1)[CH2:59]2.CCN(C(C)C)C(C)C.